This data is from Catalyst prediction with 721,799 reactions and 888 catalyst types from USPTO. The task is: Predict which catalyst facilitates the given reaction. (1) Reactant: [C:1]([NH:8][C@H:9]([C:16]([O:18][CH3:19])=[O:17])[CH2:10][CH2:11][C:12]([O:14][CH3:15])=[O:13])([O:3][C:4]([CH3:7])([CH3:6])[CH3:5])=[O:2].C[Si]([N-][Si](C)(C)C)(C)C.[Li+].[CH2:30](Br)[CH:31]=[CH2:32]. The catalyst class is: 7. Product: [CH2:32]([C@H:11]([C:12]([O:14][CH3:15])=[O:13])[CH2:10][C@H:9]([NH:8][C:1]([O:3][C:4]([CH3:7])([CH3:6])[CH3:5])=[O:2])[C:16]([O:18][CH3:19])=[O:17])[CH:31]=[CH2:30]. (2) Reactant: [Br:1][C:2]1[CH:7]=[CH:6][CH:5]=[CH:4][C:3]=1[SH:8].C(=O)([O-])[O-].[K+].[K+].Br[CH2:16][CH:17](OCC)[O:18][CH2:19][CH3:20].O. Product: [Br:1][C:2]1[CH:7]=[CH:6][CH:5]=[CH:4][C:3]=1[S:8][CH:16]=[CH:17][O:18][CH2:19][CH3:20]. The catalyst class is: 3. (3) Reactant: Cl.Cl[CH2:3][C:4]1[N:5]([CH2:18][CH:19]([CH3:21])[CH3:20])[C:6]2[C:15]3[CH:14]=[CH:13][CH:12]=[CH:11][C:10]=3[N:9]=[C:8]([NH2:16])[C:7]=2[N:17]=1.[N-:22]=[N+:23]=[N-:24].[Li+]. Product: [N:22]([CH2:3][C:4]1[N:5]([CH2:18][CH:19]([CH3:21])[CH3:20])[C:6]2[C:15]3[CH:14]=[CH:13][CH:12]=[CH:11][C:10]=3[N:9]=[C:8]([NH2:16])[C:7]=2[N:17]=1)=[N+:23]=[N-:24]. The catalyst class is: 264. (4) Reactant: [Cl:1][C:2]1[CH:21]=[CH:20][C:5]([CH2:6][NH:7][CH:8]2[C:15]3[CH:14]=[C:13]([C:16]([O:18]C)=[O:17])[NH:12][C:11]=3[CH2:10][CH2:9]2)=[CH:4][CH:3]=1.[OH-].[Li+].CO. Product: [Cl:1][C:2]1[CH:3]=[CH:4][C:5]([CH2:6][NH:7][CH:8]2[C:15]3[CH:14]=[C:13]([C:16]([OH:18])=[O:17])[NH:12][C:11]=3[CH2:10][CH2:9]2)=[CH:20][CH:21]=1. The catalyst class is: 1. (5) Reactant: [O:1]=[C:2]1[C:10]2([CH2:14][O:13][C:12]3[CH:15]=[C:16]4[C:20](=[CH:21][C:11]2=3)[CH2:19][CH2:18][O:17]4)[C:9]2[C:4](=[CH:5][CH:6]=[CH:7][CH:8]=2)[N:3]1[CH2:22][CH:23]1[CH2:27][CH2:26][N:25](C(OC(C)(C)C)=O)[CH2:24]1.O=C1C2(COC3C=C4C(=CC2=3)CCO4)C2C(=CC=CC=2)N1CC1CCN(C(OC(C)(C)C)=O)CC1.O1CCCC1. Product: [NH:25]1[CH2:26][CH2:27][CH:23]([CH2:22][N:3]2[C:4]3[C:9](=[CH:8][CH:7]=[CH:6][CH:5]=3)[C:10]3([CH2:14][O:13][C:12]4[CH:15]=[C:16]5[C:20](=[CH:21][C:11]3=4)[CH2:19][CH2:18][O:17]5)[C:2]2=[O:1])[CH2:24]1. The catalyst class is: 4.